From a dataset of Full USPTO retrosynthesis dataset with 1.9M reactions from patents (1976-2016). Predict the reactants needed to synthesize the given product. (1) Given the product [CH3:14][Sn:13]([CH3:16])([CH3:15])[C:10]1[S:9][C:8]([S:7][CH3:6])=[N:12][CH:11]=1, predict the reactants needed to synthesize it. The reactants are: [Li]CCCC.[CH3:6][S:7][C:8]1[S:9][CH:10]=[CH:11][N:12]=1.[Sn:13](Cl)([CH3:16])([CH3:15])[CH3:14]. (2) Given the product [CH3:1][C@H:2]([NH:17][C:18](=[O:27])[O:19][CH2:20][C:21]1[CH:22]=[CH:23][CH:24]=[CH:25][CH:26]=1)[CH2:3][N:4]1[C:12]2[C:7](=[CH:8][CH:9]=[C:10]3[O:13][CH2:14][CH:15]=[CH:16][C:11]3=2)[CH:6]=[N:5]1, predict the reactants needed to synthesize it. The reactants are: [CH3:1][C@H:2]([NH:17][C:18](=[O:27])[O:19][CH2:20][C:21]1[CH:26]=[CH:25][CH:24]=[CH:23][CH:22]=1)[CH2:3][N:4]1[C:12]2[C:7](=[CH:8][CH:9]=[C:10]([O:13][CH2:14][C:15]#[CH:16])[CH:11]=2)[CH:6]=[N:5]1.